Dataset: Catalyst prediction with 721,799 reactions and 888 catalyst types from USPTO. Task: Predict which catalyst facilitates the given reaction. (1) Reactant: [N:1]1[CH:6]=[CH:5]C=C[CH:2]=1.[C:7]([Cl:14])(=[O:13])[O:8][CH2:9][CH2:10][O:11][CH3:12].[OH2:15]. Product: [ClH:14].[C:7](=[O:13])([O:15][CH2:5][CH2:6][NH:1][CH3:2])[O:8][CH2:9][CH2:10][O:11][CH3:12]. The catalyst class is: 13. (2) The catalyst class is: 121. Product: [N+:1]([C:4]1[CH:5]=[N:6][N:7]([CH2:13][CH2:12][C:11]([OH:15])=[O:10])[CH:8]=1)([O-:3])=[O:2]. Reactant: [N+:1]([C:4]1[CH:5]=[N:6][NH:7][CH:8]=1)([O-:3])=[O:2].C[O:10][C:11](=[O:15])[CH2:12][CH2:13]Br.C(=O)([O-])[O-].[K+].[K+].[OH-].[Li+]. (3) Reactant: [CH3:1][C@H:2]1[NH:7][C@@H:6]([CH3:8])[CH2:5][N:4]([C:9]2[CH:10]=[C:11]([C:17]([O:19][C:20]([CH3:23])([CH3:22])[CH3:21])=[O:18])[C:12]([O:15][CH3:16])=[N:13][CH:14]=2)[CH2:3]1.C(=O)([O-])[O-].[K+].[K+].[CH2:30](Br)[C:31]1[CH:36]=[CH:35][CH:34]=[CH:33][CH:32]=1. Product: [CH3:8][C@H:6]1[N:7]([CH2:30][C:31]2[CH:36]=[CH:35][CH:34]=[CH:33][CH:32]=2)[C@@H:2]([CH3:1])[CH2:3][N:4]([C:9]2[CH:10]=[C:11]([C:17]([O:19][C:20]([CH3:21])([CH3:23])[CH3:22])=[O:18])[C:12]([O:15][CH3:16])=[N:13][CH:14]=2)[CH2:5]1. The catalyst class is: 9.